From a dataset of Full USPTO retrosynthesis dataset with 1.9M reactions from patents (1976-2016). Predict the reactants needed to synthesize the given product. (1) Given the product [Br:1][C:2]1[CH:3]=[CH:4][C:5]([F:10])=[C:6]([CH:7]=[CH:12][C:13]([OH:15])=[O:14])[CH:9]=1, predict the reactants needed to synthesize it. The reactants are: [Br:1][C:2]1[CH:3]=[CH:4][C:5]([F:10])=[C:6]([CH:9]=1)[CH:7]=O.C(O)(=O)[CH2:12][C:13]([OH:15])=[O:14].N1CCCCC1. (2) Given the product [CH3:1][O:2][C:3]1[CH:4]=[CH:5][C:6]([O:12][CH2:13][C:14]2[CH:19]=[CH:18][CH:17]=[CH:16][CH:15]=2)=[C:7]([CH:11]=1)[C:8]([NH:26][C:22]1[CH:21]=[N:20][CH:25]=[CH:24][CH:23]=1)=[O:10], predict the reactants needed to synthesize it. The reactants are: [CH3:1][O:2][C:3]1[CH:4]=[CH:5][C:6]([O:12][CH2:13][C:14]2[CH:19]=[CH:18][CH:17]=[CH:16][CH:15]=2)=[C:7]([CH:11]=1)[C:8]([OH:10])=O.[N:20]1[CH:25]=[CH:24][CH:23]=[C:22]([NH2:26])[CH:21]=1.C(Cl)CCl.C1C=CC2N(O)N=NC=2C=1. (3) Given the product [NH2:2][C:3]1[C:12]2[N:13]=[C:14]([CH2:37][CH2:38][O:39][CH3:40])[N:15]([CH2:16][CH2:17][CH2:18][N:19]([CH2:24][C:25]3[CH:26]=[C:27]([CH:34]=[CH:35][CH:36]=3)[O:28][CH2:29][C:30]([O:32][CH3:33])=[O:31])[C:20](=[O:23])[CH2:21][N:41]([CH2:44][CH3:45])[CH2:42][CH3:43])[C:11]=2[C:10]2[CH:9]=[CH:8][CH:7]=[CH:6][C:5]=2[N:4]=1, predict the reactants needed to synthesize it. The reactants are: Cl.[NH2:2][C:3]1[C:12]2[N:13]=[C:14]([CH2:37][CH2:38][O:39][CH3:40])[N:15]([CH2:16][CH2:17][CH2:18][N:19]([CH2:24][C:25]3[CH:26]=[C:27]([CH:34]=[CH:35][CH:36]=3)[O:28][CH2:29][C:30]([O:32][CH3:33])=[O:31])[C:20](=[O:23])[CH2:21]Cl)[C:11]=2[C:10]2[CH:9]=[CH:8][CH:7]=[CH:6][C:5]=2[N:4]=1.[NH:41]([CH2:44][CH3:45])[CH2:42][CH3:43]. (4) The reactants are: [CH3:1][C:2]([C:4]1[CH:9]=[CH:8][C:7]([Cl:10])=[CH:6][CH:5]=1)=[O:3].[CH3:11][C:12]1[CH:13]=[C:14]([CH:17]=[C:18]([CH3:21])[C:19]=1[OH:20])[CH:15]=O. Given the product [Cl:10][C:7]1[CH:8]=[CH:9][C:4]([C:2](=[O:3])[CH:1]=[CH:15][C:14]2[CH:17]=[C:18]([CH3:21])[C:19]([OH:20])=[C:12]([CH3:11])[CH:13]=2)=[CH:5][CH:6]=1, predict the reactants needed to synthesize it. (5) Given the product [C:24]1([S:21]([N:13]2[C:10]3=[N:11][CH:12]=[C:7]([C:5]4[NH:6][CH:30]=[N:32][N:33]=4)[CH:8]=[C:9]3[C:15]([C:16]3[CH:20]=[CH:19][O:18][CH:17]=3)=[CH:14]2)(=[O:22])=[O:23])[CH:25]=[CH:26][CH:27]=[CH:28][CH:29]=1, predict the reactants needed to synthesize it. The reactants are: Cl.C(O[C:5]([C:7]1[CH:8]=[C:9]2[C:15]([C:16]3[CH:20]=[CH:19][O:18][CH:17]=3)=[CH:14][N:13]([S:21]([C:24]3[CH:29]=[CH:28][CH:27]=[CH:26][CH:25]=3)(=[O:23])=[O:22])[C:10]2=[N:11][CH:12]=1)=[NH:6])C.[CH:30]([NH:32][NH2:33])=O.CCN(CC)CC. (6) Given the product [ClH:35].[ClH:37].[NH2:7][CH:8]([CH2:28][C:29]1[CH:30]=[CH:31][C:32]([Cl:35])=[CH:33][CH:34]=1)[C:9]([N:11]1[CH2:12][CH2:13][N:14]([C:17]2[C:18]3[S:25][C:24]([C:26]#[N:27])=[CH:23][C:19]=3[N:20]=[CH:21][N:22]=2)[CH2:15][CH2:16]1)=[O:10], predict the reactants needed to synthesize it. The reactants are: C(OC(=O)[NH:7][CH:8]([CH2:28][C:29]1[CH:34]=[CH:33][C:32]([Cl:35])=[CH:31][CH:30]=1)[C:9]([N:11]1[CH2:16][CH2:15][N:14]([C:17]2[C:18]3[S:25][C:24]([C:26]#[N:27])=[CH:23][C:19]=3[N:20]=[CH:21][N:22]=2)[CH2:13][CH2:12]1)=[O:10])(C)(C)C.[ClH:37].